This data is from Full USPTO retrosynthesis dataset with 1.9M reactions from patents (1976-2016). The task is: Predict the reactants needed to synthesize the given product. Given the product [Cl:21][C:18]1[CH:19]=[CH:20][C:15]([C@@:12]2([C:13]#[N:14])[C@H:11]([CH2:23][C:24]([CH3:26])([CH3:25])[CH3:27])[NH:10][C@@H:9]([C:28]([NH:30][C:31]3[CH:40]=[CH:39][C:34]([C:35]([OH:37])=[O:36])=[C:33]([C:41]([F:43])([F:44])[F:42])[CH:32]=3)=[O:29])[C@@H:8]2[C:4]2[CH:5]=[CH:6][CH:7]=[C:2]([Cl:1])[C:3]=2[F:45])=[C:16]([F:22])[CH:17]=1, predict the reactants needed to synthesize it. The reactants are: [Cl:1][C:2]1[C:3]([F:45])=[C:4]([C@@H:8]2[C@:12]([C:15]3[CH:20]=[CH:19][C:18]([Cl:21])=[CH:17][C:16]=3[F:22])([C:13]#[N:14])[C@H:11]([CH2:23][C:24]([CH3:27])([CH3:26])[CH3:25])[NH:10][C@H:9]2[C:28]([NH:30][C:31]2[CH:40]=[CH:39][C:34]([C:35]([O:37]C)=[O:36])=[C:33]([C:41]([F:44])([F:43])[F:42])[CH:32]=2)=[O:29])[CH:5]=[CH:6][CH:7]=1.C1COCC1.[OH-].[Na+].Cl.